From a dataset of Aqueous solubility values for 9,982 compounds from the AqSolDB database. Regression/Classification. Given a drug SMILES string, predict its absorption, distribution, metabolism, or excretion properties. Task type varies by dataset: regression for continuous measurements (e.g., permeability, clearance, half-life) or binary classification for categorical outcomes (e.g., BBB penetration, CYP inhibition). For this dataset (solubility_aqsoldb), we predict Y. The molecule is O=P(Oc1ccccc1)(Oc1ccccc1)Oc1ccc(-c2ccc(OP(=O)(Oc3ccccc3)Oc3ccccc3)cc2)cc1. The Y is -7.81 log mol/L.